Task: Predict the reactants needed to synthesize the given product.. Dataset: Full USPTO retrosynthesis dataset with 1.9M reactions from patents (1976-2016) Given the product [F:33][C:32]1[CH:31]=[C:8]([O:9][CH2:10][CH2:11][C@@H:12]2[CH2:14][C@@H:13]2[CH:15]2[CH2:16][CH2:17][NH:18][CH2:19][CH2:20]2)[C:7]([F:34])=[CH:6][C:5]=1[CH2:4][C:3]([N:2]([CH3:36])[CH3:1])=[O:35], predict the reactants needed to synthesize it. The reactants are: [CH3:1][N:2]([CH3:36])[C:3](=[O:35])[CH2:4][C:5]1[C:32]([F:33])=[CH:31][C:8]([O:9][CH2:10][CH2:11][C@@H:12]2[CH2:14][C@@H:13]2[CH:15]2[CH2:20][CH2:19][N:18](C(OCC3C=CC=CC=3)=O)[CH2:17][CH2:16]2)=[C:7]([F:34])[CH:6]=1.[H][H].